From a dataset of Full USPTO retrosynthesis dataset with 1.9M reactions from patents (1976-2016). Predict the reactants needed to synthesize the given product. Given the product [CH3:11][C:6]1[C:5]2[CH:4]=[CH:3][C:2]([CH3:1])=[CH:10][C:9]=2[O:8][CH:7]=1, predict the reactants needed to synthesize it. The reactants are: [CH3:1][CH:2]1[CH2:10][CH:9]2[C:5](=[C:6]([CH3:11])[CH2:7][O:8]2)[CH2:4][CH2:3]1.[H][H].